Dataset: Full USPTO retrosynthesis dataset with 1.9M reactions from patents (1976-2016). Task: Predict the reactants needed to synthesize the given product. (1) The reactants are: [CH3:1][C:2]([O:4][C@H:5]1[C:14]2[C@@:15]3([CH3:30])[C@@H:26]([CH2:27][O:28][CH3:29])[O:25][C:23](=[O:24])[C:17]4=C[O:19][C:20]([C:21](=[O:22])[C:13]=2[C@@H:8]2[CH2:9][CH2:10][C@H:11]([OH:12])[C@@:7]2([CH3:31])[CH2:6]1)=[C:16]34)=[O:3].[CH3:32][NH:33][CH2:34][CH2:35][CH2:36][N:37]1[CH2:42][CH2:41][O:40][CH2:39][CH2:38]1.[CH2:43](Cl)Cl. Given the product [OH:19][C:20]1[C:21](=[O:22])[C:13]2[CH:8]3[C:7]([CH3:31])([CH:11]([OH:12])[CH2:10][CH2:9]3)[CH2:6][CH:5]([O:4][C:2](=[O:3])[CH3:1])[C:14]=2[C:15]2([CH3:30])[C:16]=1[C:17](=[CH:32][N:33]([CH3:43])[CH2:34][CH2:35][CH2:36][N:37]1[CH2:38][CH2:39][O:40][CH2:41][CH2:42]1)[C:23](=[O:24])[O:25][CH:26]2[CH2:27][O:28][CH3:29], predict the reactants needed to synthesize it. (2) The reactants are: [Br:1][C:2]1[C:7](=[O:8])[N:6]([CH2:9][C:10]([NH:12][CH2:13][C:14]2[CH:19]=[CH:18][N:17]=[CH:16][CH:15]=2)=O)[N:5]=[CH:4][C:3]=1[NH:20][C@@H:21]1[CH2:26][C@@H:25]2[CH2:27][C@@H:23]([C:24]2([CH3:29])[CH3:28])[C@H:22]1[CH3:30].COC1C=CC(P2(SP(C3C=CC(OC)=CC=3)(=S)S2)=[S:40])=CC=1. Given the product [Br:1][C:2]1[C:7](=[O:8])[N:6]([CH2:9][C:10](=[S:40])[NH:12][CH2:13][C:14]2[CH:19]=[CH:18][N:17]=[CH:16][CH:15]=2)[N:5]=[CH:4][C:3]=1[NH:20][C@@H:21]1[CH2:26][C@@H:25]2[CH2:27][C@@H:23]([C:24]2([CH3:29])[CH3:28])[C@H:22]1[CH3:30], predict the reactants needed to synthesize it. (3) Given the product [NH2:28][CH:8]([C:7]1[CH:6]=[C:5]([C:1]([CH3:4])([CH3:3])[CH3:2])[CH:12]=[C:11]([C:13]([CH3:16])([CH3:15])[CH3:14])[CH:10]=1)[CH2:18][C:17]([OH:23])=[O:22], predict the reactants needed to synthesize it. The reactants are: [C:1]([C:5]1[CH:6]=[C:7]([CH:10]=[C:11]([C:13]([CH3:16])([CH3:15])[CH3:14])[CH:12]=1)[CH:8]=O)([CH3:4])([CH3:3])[CH3:2].[C:17]([OH:23])(=[O:22])[CH2:18]C(O)=O.C([O-])(=O)C.[NH4+:28].